Dataset: Full USPTO retrosynthesis dataset with 1.9M reactions from patents (1976-2016). Task: Predict the reactants needed to synthesize the given product. (1) Given the product [Cl:1][C:2]1[S:6][C:5]([C:7]2[N:8]=[C:9]([CH3:16])[C:10]3[CH2:15][CH2:14][N:13]([C:24]4[CH:29]=[CH:28][C:27]([CH2:30][C:31]([O:33][C:34]([CH3:37])([CH3:36])[CH3:35])=[O:32])=[CH:26][CH:25]=4)[C:11]=3[N:12]=2)=[CH:4][CH:3]=1, predict the reactants needed to synthesize it. The reactants are: [Cl:1][C:2]1[S:6][C:5]([C:7]2[N:8]=[C:9]([CH3:16])[C:10]3[CH2:15][CH2:14][NH:13][C:11]=3[N:12]=2)=[CH:4][CH:3]=1.CC([O-])(C)C.[Na+].Br[C:24]1[CH:29]=[CH:28][C:27]([CH2:30][C:31]([O:33][C:34]([CH3:37])([CH3:36])[CH3:35])=[O:32])=[CH:26][CH:25]=1.C1C=CC(P(C2C(C3C(P(C4C=CC=CC=4)C4C=CC=CC=4)=CC=C4C=3C=CC=C4)=C3C(C=CC=C3)=CC=2)C2C=CC=CC=2)=CC=1. (2) Given the product [CH3:1][N:2]([CH3:13])[C:3]1[CH:8]=[CH:7][N:6]([C:14]2[CH:19]=[CH:18][CH:17]=[CH:16][CH:15]=2)[C:5](=[O:9])[C:4]=1[N+:10]([O-:12])=[O:11], predict the reactants needed to synthesize it. The reactants are: [CH3:1][N:2]([CH3:13])[C:3]1[CH:8]=[CH:7][NH:6][C:5](=[O:9])[C:4]=1[N+:10]([O-:12])=[O:11].[C:14]1(B(O)O)[CH:19]=[CH:18][CH:17]=[CH:16][CH:15]=1.N1C=CC=CC=1.C(N(CC)CC)C. (3) Given the product [CH3:23][N:24]([CH2:32][C:33]#[C:34][C:2]1[CH:7]=[CH:6][C:5]([C:8](=[O:9])[C:10]2[CH:15]=[CH:14][C:13]([O:16][CH:17]3[CH2:22][CH2:21][CH2:20][CH2:19][O:18]3)=[CH:12][CH:11]=2)=[CH:4][CH:3]=1)[C:25](=[O:31])[O:26][C:27]([CH3:29])([CH3:30])[CH3:28], predict the reactants needed to synthesize it. The reactants are: I[C:2]1[CH:7]=[CH:6][C:5]([C:8]([C:10]2[CH:15]=[CH:14][C:13]([O:16][CH:17]3[CH2:22][CH2:21][CH2:20][CH2:19][O:18]3)=[CH:12][CH:11]=2)=[O:9])=[CH:4][CH:3]=1.[CH3:23][N:24]([CH2:32][C:33]#[CH:34])[C:25](=[O:31])[O:26][C:27]([CH3:30])([CH3:29])[CH3:28].